From a dataset of Full USPTO retrosynthesis dataset with 1.9M reactions from patents (1976-2016). Predict the reactants needed to synthesize the given product. (1) Given the product [Cl:16][C:8]1[CH:9]=[C:10]([Cl:15])[C:11]([O:13][CH3:14])=[CH:12][C:7]=1[NH:6][C:4]1[C:24]2[C:19](=[CH:20][C:21]([I:28])=[C:22]([O:25][CH2:26][CH3:27])[CH:23]=2)[N:18]=[CH:17][C:3]=1[C:1]#[N:2], predict the reactants needed to synthesize it. The reactants are: [C:1]([C:3](=[CH:17][NH:18][C:19]1[CH:24]=[CH:23][C:22]([O:25][CH2:26][CH3:27])=[C:21]([I:28])[CH:20]=1)[C:4]([NH:6][C:7]1[CH:12]=[C:11]([O:13][CH3:14])[C:10]([Cl:15])=[CH:9][C:8]=1[Cl:16])=O)#[N:2].P(Cl)(Cl)(Cl)=O. (2) Given the product [C:20]([O:19][C:17]([N:14]1[CH2:15][CH2:16][N:11]([C:9]2[N:8]=[C:7]([C:24]3[CH:29]=[CH:28][N:27]=[C:26]([NH:30][CH:31]4[CH2:32][CH2:33][CH2:34][CH2:35][CH2:36]4)[CH:25]=3)[CH:6]=[C:5]([C:3]([NH:37][NH2:38])=[O:4])[CH:10]=2)[CH2:12][CH2:13]1)=[O:18])([CH3:23])([CH3:21])[CH3:22], predict the reactants needed to synthesize it. The reactants are: CO[C:3]([C:5]1[CH:10]=[C:9]([N:11]2[CH2:16][CH2:15][N:14]([C:17]([O:19][C:20]([CH3:23])([CH3:22])[CH3:21])=[O:18])[CH2:13][CH2:12]2)[N:8]=[C:7]([C:24]2[CH:29]=[CH:28][N:27]=[C:26]([NH:30][CH:31]3[CH2:36][CH2:35][CH2:34][CH2:33][CH2:32]3)[CH:25]=2)[CH:6]=1)=[O:4].[NH2:37][NH2:38]. (3) Given the product [CH3:24][N:25]1[CH:29]=[CH:28][CH:27]=[C:26]1[C:30]([N:1]1[CH2:6][CH2:5][CH:4]([N:7]2[CH2:8][CH2:9][CH:10]([N:13]3[C@@H:22]4[C@H:17]([CH2:18][CH2:19][CH2:20][CH2:21]4)[O:16][CH2:15][C:14]3=[O:23])[CH2:11][CH2:12]2)[CH2:3][CH2:2]1)=[O:31], predict the reactants needed to synthesize it. The reactants are: [NH:1]1[CH2:6][CH2:5][CH:4]([N:7]2[CH2:12][CH2:11][CH:10]([N:13]3[C@@H:22]4[C@H:17]([CH2:18][CH2:19][CH2:20][CH2:21]4)[O:16][CH2:15][C:14]3=[O:23])[CH2:9][CH2:8]2)[CH2:3][CH2:2]1.[CH3:24][N:25]1[CH:29]=[CH:28][CH:27]=[C:26]1[C:30](O)=[O:31].CN(C(ON1N=NC2C=CC=NC1=2)=[N+](C)C)C.F[P-](F)(F)(F)(F)F.C(N(C(C)C)CC)(C)C. (4) Given the product [CH3:1][O:2][CH2:3][CH2:4][O:5][C:6]1[CH:7]=[CH:8][C:9]([C:10]([NH:63][C:61]2[S:60][C:50]3[C:51]([N:54]4[CH2:59][CH2:58][O:57][CH2:56][CH2:55]4)=[N:52][CH:53]=[C:48]([O:47][CH3:46])[C:49]=3[N:62]=2)=[O:12])=[CH:13][CH:14]=1, predict the reactants needed to synthesize it. The reactants are: [CH3:1][O:2][CH2:3][CH2:4][O:5][C:6]1[CH:14]=[CH:13][C:9]([C:10]([OH:12])=O)=[CH:8][CH:7]=1.CN(C(ON1N=NC2C=CC=NC1=2)=[N+](C)C)C.F[P-](F)(F)(F)(F)F.CN1CCOCC1.[CH3:46][O:47][C:48]1[C:49]2[N:62]=[C:61]([NH2:63])[S:60][C:50]=2[C:51]([N:54]2[CH2:59][CH2:58][O:57][CH2:56][CH2:55]2)=[N:52][CH:53]=1. (5) Given the product [CH3:1][C:2]1[N:7]=[C:6]([S:8][CH2:17][C:18]2[N:19]=[C:20]([CH3:23])[S:21][CH:22]=2)[N:5]=[C:4]([OH:9])[CH:3]=1, predict the reactants needed to synthesize it. The reactants are: [CH3:1][C:2]1[N:7]=[C:6]([SH:8])[N:5]=[C:4]([OH:9])[CH:3]=1.C(=O)([O-])[O-].[K+].[K+].Cl[CH2:17][C:18]1[N:19]=[C:20]([CH3:23])[S:21][CH:22]=1.